Dataset: Full USPTO retrosynthesis dataset with 1.9M reactions from patents (1976-2016). Task: Predict the reactants needed to synthesize the given product. (1) Given the product [NH2:8][C:12]1([CH2:15][O:16][C:17]2[CH:26]=[C:25]3[C:20]([C:21]([O:27][C:28]4[CH:33]=[CH:32][C:31]([N:34]([C:12]5[CH:15]=[CH:55][C:57]([F:60])=[CH:14][CH:13]=5)[C:35]([C:37]5([C:40]([NH2:41])=[O:49])[CH2:39][CH2:38]5)=[O:36])=[CH:30][C:29]=4[F:50])=[CH:22][CH:23]=[N:24]3)=[CH:19][C:18]=2[O:68][CH3:65])[CH2:14][CH2:13]1, predict the reactants needed to synthesize it. The reactants are: COC1C=CC(C[N:8]([C:12]2([CH2:15][O:16][C:17]3[CH:26]=[C:25]4[C:20]([C:21]([O:27][C:28]5[CH:33]=[CH:32][C:31]([NH:34][C:35]([C:37]6([C:40](=[O:49])[NH:41]C7C=CC(F)=CC=7)[CH2:39][CH2:38]6)=[O:36])=[CH:30][C:29]=5[F:50])=[CH:22][CH:23]=[N:24]4)=[CH:19][C:18]=3OC)[CH2:14][CH2:13]2)C(=O)[O-])=CC=1.[C:55](O)([C:57]([F:60])(F)F)=O.C(Cl)Cl.[C:65]([O-:68])(O)=O.[Na+]. (2) The reactants are: [Cl-].[Cl-].[Cl-].[Al+3].[CH:5]1[C:10]2[CH2:11][CH2:12][CH2:13][CH2:14][C:15](=[O:16])[C:9]=2[CH:8]=[CH:7][CH:6]=1.[Br:17]Br. Given the product [Br:17][C:7]1[CH:6]=[CH:5][C:10]2[CH2:11][CH2:12][CH2:13][CH2:14][C:15](=[O:16])[C:9]=2[CH:8]=1, predict the reactants needed to synthesize it.